This data is from Catalyst prediction with 721,799 reactions and 888 catalyst types from USPTO. The task is: Predict which catalyst facilitates the given reaction. (1) Reactant: [CH2:1]([N:8]1[CH2:12][C@H:11]2[C@@H:13]([NH:16][S@](C(C)(C)C)=O)[CH2:14][CH2:15][C@H:10]2[CH2:9]1)[C:2]1[CH:7]=[CH:6][CH:5]=[CH:4][CH:3]=1.Cl. Product: [CH2:1]([N:8]1[CH2:12][C@H:11]2[C@@H:13]([NH2:16])[CH2:14][CH2:15][C@H:10]2[CH2:9]1)[C:2]1[CH:3]=[CH:4][CH:5]=[CH:6][CH:7]=1. The catalyst class is: 5. (2) Reactant: [NH2:1][C:2]1[CH:27]=[CH:26][C:5]([O:6][C:7]2[CH:12]=[CH:11][N:10]=[C:9]([NH:13][C:14]([N:16]3[CH2:21][CH2:20][CH:19]([N:22]4[CH2:25][CH2:24][CH2:23]4)[CH2:18][CH2:17]3)=[O:15])[CH:8]=2)=[CH:4][CH:3]=1.[C:28]1([CH2:34][C:35]([N:37]=[C:38]=[O:39])=[O:36])[CH:33]=[CH:32][CH:31]=[CH:30][CH:29]=1. Product: [N:22]1([CH:19]2[CH2:18][CH2:17][N:16]([C:14]([NH:13][C:9]3[CH:8]=[C:7]([O:6][C:5]4[CH:4]=[CH:3][C:2]([NH:1][C:38]([NH:37][C:35](=[O:36])[CH2:34][C:28]5[CH:29]=[CH:30][CH:31]=[CH:32][CH:33]=5)=[O:39])=[CH:27][CH:26]=4)[CH:12]=[CH:11][N:10]=3)=[O:15])[CH2:21][CH2:20]2)[CH2:25][CH2:24][CH2:23]1. The catalyst class is: 188. (3) The catalyst class is: 1. Product: [CH:1]([NH:4][C:5]([C:7]1[C:15]2[C:10](=[N:11][CH:12]=[C:13]([C:16]3[C:24]4[C:19](=[CH:20][CH:21]=[C:22]([CH2:25][OH:26])[CH:23]=4)[N:18]([CH3:34])[N:17]=3)[N:14]=2)[N:9]([CH2:35][O:36][CH2:37][CH2:38][Si:39]([CH3:41])([CH3:40])[CH3:42])[CH:8]=1)=[O:6])([CH3:3])[CH3:2]. Reactant: [CH:1]([NH:4][C:5]([C:7]1[C:15]2[C:10](=[N:11][CH:12]=[C:13]([C:16]3[C:24]4[C:19](=[CH:20][CH:21]=[C:22]([C:25](C)(C)[O:26][SiH2]C(C)(C)C)[CH:23]=4)[N:18]([CH3:34])[N:17]=3)[N:14]=2)[N:9]([CH2:35][O:36][CH2:37][CH2:38][Si:39]([CH3:42])([CH3:41])[CH3:40])[CH:8]=1)=[O:6])([CH3:3])[CH3:2].[F-].C([N+](CCCC)(CCCC)CCCC)CCC. (4) Reactant: C(N(C(C)C)C(C)C)C.[NH2:10][CH2:11][C:12]1([C:18]([NH:20][C:21]2[CH:26]=[CH:25][C:24]([F:27])=[CH:23][N:22]=2)=[O:19])[CH2:17][CH2:16][NH:15][CH2:14][CH2:13]1.Cl[C:29]1[C:30]2[CH:37]=[CH:36][NH:35][C:31]=2[N:32]=[CH:33][N:34]=1. Product: [NH2:10][CH2:11][C:12]1([C:18]([NH:20][C:21]2[CH:26]=[CH:25][C:24]([F:27])=[CH:23][N:22]=2)=[O:19])[CH2:13][CH2:14][N:15]([C:29]2[C:30]3[CH:37]=[CH:36][NH:35][C:31]=3[N:32]=[CH:33][N:34]=2)[CH2:16][CH2:17]1. The catalyst class is: 44. (5) Reactant: [F:1][C:2]([F:22])([F:21])[C:3]1[CH:10]=[CH:9][C:8]([C:11]2[CH:12]=[N:13][C:14]([C:17]([F:20])([F:19])[F:18])=[N:15][CH:16]=2)=[CH:7][C:4]=1[C:5]#[N:6].N. Product: [F:22][C:2]([F:1])([F:21])[C:3]1[CH:10]=[CH:9][C:8]([C:11]2[CH:16]=[N:15][C:14]([C:17]([F:19])([F:20])[F:18])=[N:13][CH:12]=2)=[CH:7][C:4]=1[CH2:5][NH2:6]. The catalyst class is: 94. (6) The catalyst class is: 29. Reactant: [OH:1][C@@H:2]1[C@H:18]2[C@@H:9]([CH2:10][CH:11]=[C:12]3[C@:17]2([CH3:19])[CH2:16][CH2:15][CH:14]=[CH:13]3)[C@H:8]2[C@@:4]([CH3:23])([C@@H:5]([C:20](=[O:22])[CH3:21])[CH2:6][CH2:7]2)[CH2:3]1.[H][H]. Product: [OH:1][C@@H:2]1[C@H:18]2[C@@H:9]([CH2:10][CH2:11][CH:12]3[C@:17]2([CH3:19])[CH2:16][CH2:15][CH2:14][CH2:13]3)[C@H:8]2[C@@:4]([CH3:23])([C@@H:5]([C:20](=[O:22])[CH3:21])[CH2:6][CH2:7]2)[CH2:3]1. (7) Reactant: [NH2:1][CH2:2][C:3]1([C:9]([NH:11][O:12][C@@H:13]([CH2:24][C:25]2[CH:30]=[CH:29][C:28]([O:31][CH2:32][C:33]3[CH:38]=[CH:37][CH:36]=[CH:35][CH:34]=3)=[CH:27][CH:26]=2)[C:14]([O:16][CH2:17][C:18]2[CH:23]=[CH:22][CH:21]=[CH:20][CH:19]=2)=[O:15])=[O:10])[CH2:8][CH2:7][CH2:6][CH2:5][CH2:4]1.[CH2:39]([N:46]=[C:47]=[O:48])[C:40]1[CH:45]=[CH:44][CH:43]=[CH:42][CH:41]=1.C(N(CC)CC)C. Product: [CH2:32]([O:31][C:28]1[CH:29]=[CH:30][C:25]([CH2:24][C@H:13]([O:12][NH:11][C:9]([C:3]2([CH2:2][NH:1][C:47]([NH:46][CH2:39][C:40]3[CH:45]=[CH:44][CH:43]=[CH:42][CH:41]=3)=[O:48])[CH2:4][CH2:5][CH2:6][CH2:7][CH2:8]2)=[O:10])[C:14]([O:16][CH2:17][C:18]2[CH:19]=[CH:20][CH:21]=[CH:22][CH:23]=2)=[O:15])=[CH:26][CH:27]=1)[C:33]1[CH:34]=[CH:35][CH:36]=[CH:37][CH:38]=1. The catalyst class is: 4.